This data is from Forward reaction prediction with 1.9M reactions from USPTO patents (1976-2016). The task is: Predict the product of the given reaction. (1) The product is: [CH2:9]([NH:16][S:5]([CH2:4][CH2:3][CH2:2][Cl:1])(=[O:7])=[O:6])[C:10]1[CH:15]=[CH:14][CH:13]=[CH:12][CH:11]=1. Given the reactants [Cl:1][CH2:2][CH2:3][CH2:4][S:5](Cl)(=[O:7])=[O:6].[CH2:9]([NH2:16])[C:10]1[CH:15]=[CH:14][CH:13]=[CH:12][CH:11]=1.C(N(CC)CC)C, predict the reaction product. (2) Given the reactants [CH3:1][O:2][C:3]1[CH:13]=[N:12][C:11]2[S:10][CH2:9][CH2:8][N:7]([CH2:14][C:15]3[CH:24]=[CH:23][C:18]([C:19]([O:21]C)=[O:20])=[CH:17][CH:16]=3)[CH2:6][C:5]=2[CH:4]=1.CO.C1COCC1.[OH-].[Li+], predict the reaction product. The product is: [CH3:1][O:2][C:3]1[CH:13]=[N:12][C:11]2[S:10][CH2:9][CH2:8][N:7]([CH2:14][C:15]3[CH:24]=[CH:23][C:18]([C:19]([OH:21])=[O:20])=[CH:17][CH:16]=3)[CH2:6][C:5]=2[CH:4]=1.